This data is from Forward reaction prediction with 1.9M reactions from USPTO patents (1976-2016). The task is: Predict the product of the given reaction. (1) Given the reactants N([O-])=O.[Na+].N[C:6]1[CH:11]=[C:10]([CH2:12][N:13]2[CH2:18][CH2:17][N:16]([C:19]3[CH:24]=[CH:23][C:22]([F:25])=[CH:21][CH:20]=3)[CH2:15][CH2:14]2)[CH:9]=[CH:8][C:7]=1[CH2:26][NH:27][C:28](=[O:30])[CH3:29].[OH-].[Na+].[ClH:33], predict the reaction product. The product is: [Cl:33][C:6]1[CH:11]=[C:10]([CH2:12][N:13]2[CH2:18][CH2:17][N:16]([C:19]3[CH:24]=[CH:23][C:22]([F:25])=[CH:21][CH:20]=3)[CH2:15][CH2:14]2)[CH:9]=[CH:8][C:7]=1[CH2:26][NH:27][C:28](=[O:30])[CH3:29]. (2) Given the reactants C([O:3][C:4](=O)[NH:5][CH:6]=[C:7]([C:18]#[N:19])[C:8]1[CH:13]=[CH:12][C:11]([O:14][CH3:15])=[C:10]([O:16][CH3:17])[CH:9]=1)C.S(=O)(=O)(O)O, predict the reaction product. The product is: [CH3:17][O:16][C:10]1[CH:9]=[C:8]2[C:13](=[CH:12][C:11]=1[O:14][CH3:15])[C:4](=[O:3])[NH:5][CH:6]=[C:7]2[C:18]#[N:19]. (3) Given the reactants [CH2:1]([O:8][C:9]1[CH:10]=[C:11]2[C:16](=[CH:17][CH:18]=1)[C:15](=[O:19])[N:14]([CH2:20][CH:21]([CH3:23])[CH3:22])[C:13]([C:24](O)=[O:25])=[C:12]2[C:27]1[S:28][CH:29]=[CH:30][CH:31]=1)[C:2]1[CH:7]=[CH:6][CH:5]=[CH:4][CH:3]=1.C(Cl)(=O)C(Cl)=O.[BH4-].[Na+].Cl, predict the reaction product. The product is: [CH2:1]([O:8][C:9]1[CH:10]=[C:11]2[C:16](=[CH:17][CH:18]=1)[C:15](=[O:19])[N:14]([CH2:20][CH:21]([CH3:22])[CH3:23])[C:13]([CH2:24][OH:25])=[C:12]2[C:27]1[S:28][CH:29]=[CH:30][CH:31]=1)[C:2]1[CH:3]=[CH:4][CH:5]=[CH:6][CH:7]=1. (4) The product is: [CH2:21]([O:16][C@@H:15]1[CH2:14][O:13][C@@H:12]2[C@H:8]([O:7][C:6]3[CH:17]=[C:2]([F:1])[CH:3]=[CH:4][C:5]=3[N+:18]([O-:20])=[O:19])[CH2:9][O:10][C@H:11]12)[CH3:22]. Given the reactants [F:1][C:2]1[CH:3]=[CH:4][C:5]([N+:18]([O-:20])=[O:19])=[C:6]([CH:17]=1)[O:7][C@H:8]1[C@H:12]2[O:13][CH2:14][C@@H:15]([OH:16])[C@H:11]2[O:10][CH2:9]1.[CH2:21](I)[CH3:22].[H-].[Na+].O, predict the reaction product. (5) The product is: [CH3:7][NH:6][CH2:5][CH2:4][CH:3]1[CH2:8][CH2:7][N:6]([C:3]2[CH:8]=[CH:7][N:6]=[CH:5][CH:4]=2)[CH2:5][CH2:4]1. Given the reactants Cl.Cl[C:3]1[CH:8]=[CH:7][N:6]=[CH:5][CH:4]=1.[H-].[H-].[H-].[H-].[Li+].[Al+3], predict the reaction product. (6) Given the reactants [Br:1][C:2]1[C:7]2[S:8][CH:9]=[CH:10][C:6]=2[CH:5]=[CH:4][CH:3]=1.[C:11](OC(=O)C)(=[O:13])[CH3:12].[Sn](Cl)(Cl)(Cl)Cl.CCOCC, predict the reaction product. The product is: [C:11]([C:10]1[C:6]2[CH:5]=[CH:4][CH:3]=[C:2]([Br:1])[C:7]=2[S:8][CH:9]=1)(=[O:13])[CH3:12]. (7) Given the reactants [S:1]1[CH:5]=[CH:4][CH:3]=[C:2]1[C:6]([N:8]1[CH2:12][CH2:11][CH2:10][C@H:9]1[C:13]([O:15][NH:16][C:17](=[NH:24])[C:18]1[CH:23]=[CH:22][CH:21]=[CH:20][CH:19]=1)=O)=[O:7], predict the reaction product. The product is: [C:18]1([C:17]2[N:24]=[C:13]([C@@H:9]3[CH2:10][CH2:11][CH2:12][N:8]3[C:6]([C:2]3[S:1][CH:5]=[CH:4][CH:3]=3)=[O:7])[O:15][N:16]=2)[CH:23]=[CH:22][CH:21]=[CH:20][CH:19]=1.